Predict the reactants needed to synthesize the given product. From a dataset of Full USPTO retrosynthesis dataset with 1.9M reactions from patents (1976-2016). (1) Given the product [CH3:17][C:16]([O:15][C:13]([NH:20][CH2:21][CH2:22][N:1]1[CH2:6][CH2:5][S:4](=[O:7])(=[O:8])[CH2:3][CH:2]1[C:9]([O:11][CH3:12])=[O:10])=[O:14])([CH3:19])[CH3:18], predict the reactants needed to synthesize it. The reactants are: [NH:1]1[CH2:6][CH2:5][S:4](=[O:8])(=[O:7])[CH2:3][CH:2]1[C:9]([O:11][CH3:12])=[O:10].[C:13]([NH:20][CH2:21][CH:22]=O)([O:15][C:16]([CH3:19])([CH3:18])[CH3:17])=[O:14].C(O)(=O)C.C(O[BH-](OC(=O)C)OC(=O)C)(=O)C.[Na+]. (2) Given the product [CH:2]([C:3]1[CH:4]=[C:5]2[C:10](=[CH:11][CH:12]=1)[C@H:9]([NH:13][C:14](=[O:20])[O:15][C:16]([CH3:18])([CH3:17])[CH3:19])[CH2:8][CH2:7][CH2:6]2)=[O:1], predict the reactants needed to synthesize it. The reactants are: [OH:1][CH2:2][C:3]1[CH:4]=[C:5]2[C:10](=[CH:11][CH:12]=1)[C@H:9]([NH:13][C:14](=[O:20])[O:15][C:16]([CH3:19])([CH3:18])[CH3:17])[CH2:8][CH2:7][CH2:6]2.